The task is: Predict which catalyst facilitates the given reaction.. This data is from Catalyst prediction with 721,799 reactions and 888 catalyst types from USPTO. (1) The catalyst class is: 638. Product: [N+:1]([C:4]1[CH:9]=[CH:8][CH:7]=[CH:6][C:5]=1[S:10]([N:13]1[CH2:15][CH2:14]1)(=[O:12])=[O:11])([O-:3])=[O:2]. Reactant: [N+:1]([C:4]1[CH:9]=[CH:8][CH:7]=[CH:6][C:5]=1[S:10]([NH:13][CH2:14][CH2:15]OS(C)(=O)=O)(=[O:12])=[O:11])([O-:3])=[O:2].[OH-].[K+]. (2) The catalyst class is: 5. Reactant: [OH-].[Na+].C[O:4][C:5](=[O:37])[CH2:6][CH2:7][C:8]1[CH:13]=[CH:12][C:11]([O:14][CH2:15][CH2:16][CH:17]([O:19][C:20]2[C:25]([C:26](=[O:33])[C:27]3[CH:32]=[CH:31][CH:30]=[CH:29][CH:28]=3)=[CH:24][C:23]([CH2:34][CH3:35])=[CH:22][N:21]=2)[CH3:18])=[CH:10][C:9]=1[CH3:36].Cl. Product: [C:26]([C:25]1[C:20]([O:19][CH:17]([CH3:18])[CH2:16][CH2:15][O:14][C:11]2[CH:12]=[CH:13][C:8]([CH2:7][CH2:6][C:5]([OH:37])=[O:4])=[C:9]([CH3:36])[CH:10]=2)=[N:21][CH:22]=[C:23]([CH2:34][CH3:35])[CH:24]=1)(=[O:33])[C:27]1[CH:28]=[CH:29][CH:30]=[CH:31][CH:32]=1. (3) Reactant: C([O:3][C:4](=[O:38])[C@@:5]([CH3:37])([O:30][C:31]1[CH:36]=[CH:35][CH:34]=[CH:33][CH:32]=1)[CH2:6][C:7]1[CH:12]=[CH:11][C:10]([O:13][CH2:14][CH2:15][C:16]2[N:17]=[C:18]([CH2:22][CH2:23][C:24]3[CH:29]=[CH:28][CH:27]=[CH:26][CH:25]=3)[O:19][C:20]=2[CH3:21])=[CH:9][CH:8]=1)C.[OH-].[Na+]. Product: [CH3:37][C@:5]([O:30][C:31]1[CH:32]=[CH:33][CH:34]=[CH:35][CH:36]=1)([CH2:6][C:7]1[CH:8]=[CH:9][C:10]([O:13][CH2:14][CH2:15][C:16]2[N:17]=[C:18]([CH2:22][CH2:23][C:24]3[CH:25]=[CH:26][CH:27]=[CH:28][CH:29]=3)[O:19][C:20]=2[CH3:21])=[CH:11][CH:12]=1)[C:4]([OH:38])=[O:3]. The catalyst class is: 5. (4) Reactant: Cl[C:2]1[CH:7]=[C:6]([C:8]2[CH:13]=[CH:12][C:11]([F:14])=[CH:10][CH:9]=2)[N:5]2[N:15]=[C:16]([CH3:19])[C:17]([I:18])=[C:4]2[N:3]=1.CCN(C(C)C)C(C)C.[NH:29]1[CH2:33][CH2:32][CH2:31][C@H:30]1[CH2:34][OH:35]. Product: [F:14][C:11]1[CH:12]=[CH:13][C:8]([C:6]2[N:5]3[N:15]=[C:16]([CH3:19])[C:17]([I:18])=[C:4]3[N:3]=[C:2]([N:29]3[CH2:33][CH2:32][CH2:31][C@H:30]3[CH2:34][OH:35])[CH:7]=2)=[CH:9][CH:10]=1. The catalyst class is: 10.